This data is from Full USPTO retrosynthesis dataset with 1.9M reactions from patents (1976-2016). The task is: Predict the reactants needed to synthesize the given product. (1) Given the product [CH3:15][NH:17][C:18]([NH:19][C:20]1[CH:25]=[CH:24][C:23]([C:2]2[N:7]=[C:6]([N:8]3[CH2:13][CH2:12][O:11][CH2:10][C@@H:9]3[CH3:14])[CH:5]=[CH:4][N:3]=2)=[CH:22][CH:21]=1)=[O:35], predict the reactants needed to synthesize it. The reactants are: Cl[C:2]1[N:7]=[C:6]([N:8]2[CH2:13][CH2:12][O:11][CH2:10][C@@H:9]2[CH3:14])[CH:5]=[CH:4][N:3]=1.[CH2:15]([NH:17][C:18](=[O:35])[NH:19][C:20]1[CH:25]=[CH:24][C:23](B2OC(C)(C)C(C)(C)O2)=[CH:22][CH:21]=1)C.C([O-])([O-])=O.[Na+].[Na+]. (2) Given the product [Br:8][C:7]1[C:2]([O:22][C:16]2[CH:21]=[CH:20][CH:19]=[CH:18][CH:17]=2)=[CH:3][C:4](=[O:15])[N:5]([C:9]2[CH:14]=[CH:13][CH:12]=[CH:11][CH:10]=2)[N:6]=1, predict the reactants needed to synthesize it. The reactants are: Br[C:2]1[C:7]([Br:8])=[N:6][N:5]([C:9]2[CH:14]=[CH:13][CH:12]=[CH:11][CH:10]=2)[C:4](=[O:15])[CH:3]=1.[C:16]1([O-:22])[CH:21]=[CH:20][CH:19]=[CH:18][CH:17]=1.[Na+]. (3) Given the product [NH:9]1[C:8]2[CH:10]=[CH:11][CH:12]=[CH:13][C:7]=2[N:6]=[C:5]1[O:14][C:15]1[CH:16]=[C:17]([CH:29]=[CH:30][CH:31]=1)/[CH:18]=[C:19]1/[C:20](=[O:28])[N:21]([CH:25]([CH3:27])[CH3:26])[C:22](=[O:24])[S:23]/1, predict the reactants needed to synthesize it. The reactants are: CS([C:5]1[NH:9][C:8]2[CH:10]=[CH:11][CH:12]=[CH:13][C:7]=2[N:6]=1)(=O)=O.[OH:14][C:15]1[CH:16]=[C:17]([CH:29]=[CH:30][CH:31]=1)/[CH:18]=[C:19]1/[C:20](=[O:28])[N:21]([CH:25]([CH3:27])[CH3:26])[C:22](=[O:24])[S:23]/1.C(N(CC)CC)C. (4) Given the product [N:31]1[C:32]2[C:27](=[CH:26][C:25]([CH2:24][N:21]3[C:19]4=[N:20][C:15]([C:13]5[CH:12]=[N:11][N:10]([CH2:9][CH2:8][OH:7])[CH:14]=5)=[CH:16][CH:17]=[C:18]4[N:23]=[CH:35]3)=[CH:34][CH:33]=2)[CH:28]=[CH:29][CH:30]=1, predict the reactants needed to synthesize it. The reactants are: O1CCCCC1[O:7][CH2:8][CH2:9][N:10]1[CH:14]=[C:13]([C:15]2[N:20]=[C:19]3[N:21]([CH2:24][C:25]4[CH:26]=[C:27]5[C:32](=[CH:33][CH:34]=4)[N:31]=[CH:30][CH:29]=[CH:28]5)N=[N:23][C:18]3=[CH:17][CH:16]=2)[CH:12]=[N:11]1.[C:35]12(CS(O)(=O)=O)C(C)(C)C(CC1)CC2=O.CO. (5) Given the product [C:23]([O:22][C:20]([N:17]1[CH2:18][CH2:19][N:14]([C:10]2[C:9]3[C:5]([S:2]([NH:32][C:31]4[CH:33]=[CH:34][CH:35]=[C:29]([CH2:27][CH3:28])[CH:30]=4)(=[O:4])=[O:3])=[CH:6][S:7][C:8]=3[CH:13]=[CH:12][N:11]=2)[CH2:15][CH2:16]1)=[O:21])([CH3:26])([CH3:25])[CH3:24], predict the reactants needed to synthesize it. The reactants are: Cl[S:2]([C:5]1[C:9]2[C:10]([N:14]3[CH2:19][CH2:18][N:17]([C:20]([O:22][C:23]([CH3:26])([CH3:25])[CH3:24])=[O:21])[CH2:16][CH2:15]3)=[N:11][CH:12]=[CH:13][C:8]=2[S:7][CH:6]=1)(=[O:4])=[O:3].[CH2:27]([C:29]1[CH:30]=[C:31]([CH:33]=[CH:34][CH:35]=1)[NH2:32])[CH3:28]. (6) Given the product [CH3:1][C:2]1[O:3][C:4]2[CH:11]=[CH:10][CH:9]=[C:8]([CH2:12][O:13][C:19]3[CH:18]=[CH:17][C:16]([CH2:23][CH2:24][C:25]([O:27][CH2:28][CH3:29])=[O:26])=[C:15]([F:14])[C:20]=3[F:21])[C:5]=2[C:6]=1[CH3:7], predict the reactants needed to synthesize it. The reactants are: [CH3:1][C:2]1[O:3][C:4]2[CH:11]=[CH:10][CH:9]=[C:8]([CH2:12][OH:13])[C:5]=2[C:6]=1[CH3:7].[F:14][C:15]1[C:20]([F:21])=[C:19](O)[CH:18]=[CH:17][C:16]=1[CH2:23][CH2:24][C:25]([O:27][CH2:28][CH3:29])=[O:26].C1C=CC(P(C2C=CC=CC=2)C2C=CC=CC=2)=CC=1.CCOC(/N=N/C(OCC)=O)=O.